Task: Predict the reactants needed to synthesize the given product.. Dataset: Full USPTO retrosynthesis dataset with 1.9M reactions from patents (1976-2016) (1) Given the product [ClH:38].[CH3:1][O:2][C:3]1[CH:4]=[C:5]2[C:10](=[CH:11][C:12]=1[O:13][CH3:14])[C@H:9]([CH2:15][CH2:16][C:17]1[CH:18]=[CH:19][C:20]([C:23]([F:25])([F:24])[F:26])=[CH:21][CH:22]=1)[N:8]([C@H:27]([C:32]1[CH:33]=[CH:34][CH:35]=[CH:36][CH:37]=1)[C:28]([NH:30][CH3:31])=[O:29])[CH2:7][CH2:6]2, predict the reactants needed to synthesize it. The reactants are: [CH3:1][O:2][C:3]1[CH:4]=[C:5]2[C:10](=[CH:11][C:12]=1[O:13][CH3:14])[C@H:9]([CH2:15][CH2:16][C:17]1[CH:22]=[CH:21][C:20]([C:23]([F:26])([F:25])[F:24])=[CH:19][CH:18]=1)[N:8]([C@H:27]([C:32]1[CH:37]=[CH:36][CH:35]=[CH:34][CH:33]=1)[C:28]([NH:30][CH3:31])=[O:29])[CH2:7][CH2:6]2.[ClH:38]. (2) Given the product [O:23]1[CH2:22][CH2:21][N:20]([C:18]([C:15]2[CH:14]=[CH:13][C:12]([C:9]3[CH:10]=[CH:11][C:6]4[N:7]([C:3]([C:1]#[C:2][C:27]5[CH:32]=[CH:31][N:30]=[C:29]([O:33][C:34]6[CH:39]=[CH:38][CH:37]=[CH:36][CH:35]=6)[CH:28]=5)=[CH:4][N:5]=4)[N:8]=3)=[CH:17][CH:16]=2)=[O:19])[CH2:25][CH2:24]1, predict the reactants needed to synthesize it. The reactants are: [C:1]([C:3]1[N:7]2[N:8]=[C:9]([C:12]3[CH:17]=[CH:16][C:15]([C:18]([N:20]4[CH2:25][CH2:24][O:23][CH2:22][CH2:21]4)=[O:19])=[CH:14][CH:13]=3)[CH:10]=[CH:11][C:6]2=[N:5][CH:4]=1)#[CH:2].I[C:27]1[CH:32]=[CH:31][N:30]=[C:29]([O:33][C:34]2[CH:39]=[CH:38][CH:37]=[CH:36][CH:35]=2)[CH:28]=1. (3) Given the product [Cl:18][C:12]1[C:11]([Cl:15])=[CH:10][N:9]=[C:8]([NH:1][C:2]2[CH:7]=[CH:6][CH:5]=[CH:4][CH:3]=2)[N:13]=1, predict the reactants needed to synthesize it. The reactants are: [NH:1]([C:8]1[NH:13][C:12](=O)[C:11]([Cl:15])=[CH:10][N:9]=1)[C:2]1[CH:7]=[CH:6][CH:5]=[CH:4][CH:3]=1.P(Cl)(Cl)([Cl:18])=O. (4) Given the product [Cl:1][C:2]1[C:3]([C:26]([F:29])([F:28])[F:27])=[CH:4][C:5]2[N:11]([CH:12]3[CH2:17][CH2:16][N:15]([C:18]([O:20][C:21]([CH3:24])([CH3:23])[CH3:22])=[O:19])[CH2:14][CH2:13]3)[C:9](=[O:10])[NH:8][C:6]=2[CH:7]=1, predict the reactants needed to synthesize it. The reactants are: [Cl:1][C:2]1[C:3]([C:26]([F:29])([F:28])[F:27])=[CH:4][C:5](I)=[C:6]([NH:8][C:9]([NH:11][CH:12]2[CH2:17][CH2:16][N:15]([C:18]([O:20][C:21]([CH3:24])([CH3:23])[CH3:22])=[O:19])[CH2:14][CH2:13]2)=[O:10])[CH:7]=1. (5) Given the product [OH:10][CH2:9][CH2:8][CH2:7][CH2:6][CH2:5][CH2:4][CH2:3][CH2:2][C:1]([O:13][CH2:14][C:15]1[CH:16]=[CH:17][CH:18]=[CH:19][CH:20]=1)=[O:12], predict the reactants needed to synthesize it. The reactants are: [C:1]([O:13][CH2:14][C:15]1[CH:20]=[CH:19][CH:18]=[CH:17][CH:16]=1)(=[O:12])[CH2:2][CH2:3][CH2:4][CH2:5][CH2:6][CH2:7][CH2:8][C:9](O)=[O:10].[BH4-].[Na+].[H][H].[B-](F)(F)(F)[O+](C)C. (6) Given the product [CH3:32][O:33][C:34]([C:36]1[CH:4]=[CH:5][C:6]([CH2:7][C:8]23[CH2:15][CH2:14][CH2:13][N:12]2[C:11](=[O:16])[N:10]([C:17]2[CH:22]=[C:21]([Cl:23])[C:20]([OH:24])=[C:19]([Cl:26])[CH:18]=2)[C:9]3=[O:27])=[CH:28][CH:29]=1)=[O:35], predict the reactants needed to synthesize it. The reactants are: C(C1[CH:29]=[CH:28][C:6]([CH2:7][C:8]23[CH2:15][CH2:14][CH2:13][N:12]2[C:11](=[O:16])[N:10]([C:17]2[CH:22]=[C:21]([Cl:23])[C:20]([O:24]C)=[C:19]([Cl:26])[CH:18]=2)[C:9]3=[O:27])=[CH:5][CH:4]=1)#N.Br.C[CH2:32][O:33][C:34]([CH3:36])=[O:35]. (7) The reactants are: [NH2:1][C:2]1[CH:10]=[CH:9][CH:8]=[C:7]2[C:3]=1[C:4](=[O:20])[N:5]([CH2:12][C:13]([O:15][C:16]([CH3:19])([CH3:18])[CH3:17])=[O:14])[C:6]2=[O:11].C(N(CC)CC)C.[CH3:28][S:29](Cl)(=[O:31])=[O:30]. Given the product [CH3:28][S:29]([N:1]([C:2]1[CH:10]=[CH:9][CH:8]=[C:7]2[C:3]=1[C:4](=[O:20])[N:5]([CH2:12][C:13]([O:15][C:16]([CH3:17])([CH3:19])[CH3:18])=[O:14])[C:6]2=[O:11])[S:29]([CH3:28])(=[O:31])=[O:30])(=[O:31])=[O:30], predict the reactants needed to synthesize it. (8) Given the product [C:1]([C:5]1[O:6][C:7]2[C:13]([C@:14]([C@@H:22]3[CH2:27][CH2:26][CH2:25][NH:24][CH2:23]3)([OH:21])[CH2:15][CH2:16][CH2:17][CH2:18][O:19][CH3:20])=[CH:12][CH:11]=[CH:10][C:8]=2[CH:9]=1)([CH3:4])([CH3:2])[CH3:3], predict the reactants needed to synthesize it. The reactants are: [C:1]([C:5]1[O:6][C:7]2[C:13]([C@:14]([C@@H:22]3[CH2:27][CH2:26][CH2:25][N:24](C(OC(C)(C)C)=O)[CH2:23]3)([OH:21])[CH2:15][CH2:16][CH2:17][CH2:18][O:19][CH3:20])=[CH:12][CH:11]=[CH:10][C:8]=2[CH:9]=1)([CH3:4])([CH3:3])[CH3:2]. (9) Given the product [C:17]([NH:16][C:14](=[O:15])[N:13]([CH2:12][C:9]1[CH:10]=[CH:11][C:6]([CH:5]=[CH:4][C:3]([NH:35][OH:36])=[O:2])=[CH:7][CH:8]=1)[CH2:25][CH2:26][C:27]1[CH:32]=[CH:31][CH:30]=[CH:29][CH:28]=1)(=[O:24])[C:18]1[CH:19]=[CH:20][CH:21]=[CH:22][CH:23]=1, predict the reactants needed to synthesize it. The reactants are: C[O:2][C:3](=O)[CH:4]=[CH:5][C:6]1[CH:11]=[CH:10][C:9]([CH2:12][N:13]([CH2:25][CH2:26][C:27]2[CH:32]=[CH:31][CH:30]=[CH:29][CH:28]=2)[C:14]([NH:16][C:17](=[O:24])[C:18]2[CH:23]=[CH:22][CH:21]=[CH:20][CH:19]=2)=[O:15])=[CH:8][CH:7]=1.Cl.[NH2:35][OH:36].C[O-].[Na+]. (10) Given the product [CH:11]([C@@H:10]1[CH2:9][O:8][C:7](=[O:14])[N:6]1[C:4](=[O:5])[C@:3]([CH2:2][O:1][CH3:23])([CH3:17])[CH:15]=[CH2:16])([CH3:13])[CH3:12], predict the reactants needed to synthesize it. The reactants are: [OH:1][CH2:2][C@@:3]([CH3:17])([CH:15]=[CH2:16])[C:4]([N:6]1[C@H:10]([CH:11]([CH3:13])[CH3:12])[CH2:9][O:8][C:7]1=[O:14])=[O:5].F[B-](F)(F)F.[CH3:23][O+](C)C.[Cl-].[NH4+].